This data is from Forward reaction prediction with 1.9M reactions from USPTO patents (1976-2016). The task is: Predict the product of the given reaction. (1) Given the reactants [CH3:1][C:2]1[N:6]([CH2:7][C:8]2[C:16]3[O:15][C:14]([C:17]4[CH:22]=[CH:21][CH:20]=[CH:19][CH:18]=4)=[CH:13][C:12]=3[CH:11]=[C:10]([S:23]([CH3:26])(=[O:25])=[O:24])[CH:9]=2)[N:5]=[C:4]([C:27]([OH:29])=O)[CH:3]=1.[Cl:30]CCl, predict the reaction product. The product is: [CH3:1][C:2]1[N:6]([CH2:7][C:8]2[C:16]3[O:15][C:14]([C:17]4[CH:22]=[CH:21][CH:20]=[CH:19][CH:18]=4)=[CH:13][C:12]=3[CH:11]=[C:10]([S:23]([CH3:26])(=[O:25])=[O:24])[CH:9]=2)[N:5]=[C:4]([C:27]([Cl:30])=[O:29])[CH:3]=1. (2) Given the reactants [CH:1]1([C:4]2[O:8][N:7]=[C:6]([C:9]3[NH:10][CH:11]=[C:12]([C:14]4[CH:15]=[CH:16][C:17]([C:20]([OH:23])([CH3:22])[CH3:21])=[N:18][CH:19]=4)[N:13]=3)[CH:5]=2)[CH2:3][CH2:2]1.[C:24](=O)([O-])[O-].[Cs+].[Cs+].CI, predict the reaction product. The product is: [CH:1]1([C:4]2[O:8][N:7]=[C:6]([C:9]3[N:10]([CH3:24])[CH:11]=[C:12]([C:14]4[CH:15]=[CH:16][C:17]([C:20]([OH:23])([CH3:21])[CH3:22])=[N:18][CH:19]=4)[N:13]=3)[CH:5]=2)[CH2:3][CH2:2]1. (3) Given the reactants C(N(CC)C(C)C)(C)C.CN(C(ON1N=NC2C=CC=NC1=2)=[N+](C)C)C.F[P-](F)(F)(F)(F)F.[C:34]([O:38][C:39]([C:41]1[CH:46]=[CH:45][C:44]([NH:47][C:48]([CH:50]2[NH:55][CH2:54][CH:53]([O:56][CH:57]3[CH2:62][CH2:61][N:60]([C:63]([O:65][C:66]([CH3:69])([CH3:68])[CH3:67])=[O:64])[CH2:59][CH2:58]3)[CH2:52][CH:51]2[C:70]2[CH:75]=[CH:74][CH:73]=[CH:72][CH:71]=2)=[O:49])=[CH:43][CH:42]=1)=[O:40])([CH3:37])([CH3:36])[CH3:35].[Cl:76][C:77]1[CH:78]=[CH:79][C:80]([N:88]2[CH:92]=[N:91][N:90]=[N:89]2)=[C:81](/[CH:83]=[CH:84]/[C:85](O)=[O:86])[CH:82]=1, predict the reaction product. The product is: [C:34]([O:38][C:39]([C:41]1[CH:42]=[CH:43][C:44]([NH:47][C:48]([CH:50]2[N:55]([C:85](=[O:86])/[CH:84]=[CH:83]/[C:81]3[CH:82]=[C:77]([Cl:76])[CH:78]=[CH:79][C:80]=3[N:88]3[CH:92]=[N:91][N:90]=[N:89]3)[CH2:54][CH:53]([O:56][CH:57]3[CH2:62][CH2:61][N:60]([C:63]([O:65][C:66]([CH3:68])([CH3:69])[CH3:67])=[O:64])[CH2:59][CH2:58]3)[CH2:52][CH:51]2[C:70]2[CH:71]=[CH:72][CH:73]=[CH:74][CH:75]=2)=[O:49])=[CH:45][CH:46]=1)=[O:40])([CH3:35])([CH3:36])[CH3:37]. (4) Given the reactants [C:1]([O:5][C:6](=[O:20])[NH:7][C:8]1[CH:13]=[C:12]([Cl:14])[C:11]([C:15]([F:18])([F:17])[F:16])=[CH:10][C:9]=1[NH2:19])([CH3:4])([CH3:3])[CH3:2].C([O:25][C:26](=O)[CH2:27][C:28](=[O:49])[C:29]1[CH:34]=[CH:33][CH:32]=[C:31]([C:35]2[CH:40]=[CH:39][N:38]=[C:37]([CH2:41][O:42][CH:43]3[CH2:48][CH2:47][CH2:46][CH2:45][O:44]3)[CH:36]=2)[CH:30]=1)(C)(C)C, predict the reaction product. The product is: [C:1]([O:5][C:6](=[O:20])[NH:7][C:8]1[CH:13]=[C:12]([Cl:14])[C:11]([C:15]([F:17])([F:18])[F:16])=[CH:10][C:9]=1[NH:19][C:26](=[O:25])[CH2:27][C:28](=[O:49])[C:29]1[CH:34]=[CH:33][CH:32]=[C:31]([C:35]2[CH:40]=[CH:39][N:38]=[C:37]([CH2:41][O:42][CH:43]3[CH2:48][CH2:47][CH2:46][CH2:45][O:44]3)[CH:36]=2)[CH:30]=1)([CH3:4])([CH3:2])[CH3:3]. (5) Given the reactants [NH2:1][C:2]1[CH:3]=[C:4]([CH:14]=[CH:15][C:16]=1[O:17][CH3:18])[C:5]([NH:7][C:8]1[CH:13]=[CH:12][CH:11]=[CH:10][CH:9]=1)=[O:6].[F:19][C:20]([F:31])([F:30])[C:21]1[CH:22]=[C:23]([N:27]=[C:28]=[S:29])[CH:24]=[CH:25][CH:26]=1, predict the reaction product. The product is: [CH3:18][O:17][C:16]1[CH:15]=[CH:14][C:4]([C:5]([NH:7][C:8]2[CH:13]=[CH:12][CH:11]=[CH:10][CH:9]=2)=[O:6])=[CH:3][C:2]=1[NH:1][C:28]([NH:27][C:23]1[CH:24]=[CH:25][CH:26]=[C:21]([C:20]([F:19])([F:30])[F:31])[CH:22]=1)=[S:29]. (6) Given the reactants [C:1]([O:5][C:6](=[O:20])[NH:7][C:8]1[CH:13]=[CH:12][C:11]([O:14][C:15]([F:18])([F:17])[F:16])=[CH:10][C:9]=1[NH2:19])([CH3:4])([CH3:3])[CH3:2].C([O:25][C:26](=O)[CH2:27][C:28]([C:30]1[CH:35]=[CH:34][CH:33]=[C:32]([C:36]2[CH:41]=[CH:40][N:39]=[C:38]([CH3:42])[CH:37]=2)[CH:31]=1)=[O:29])(C)(C)C, predict the reaction product. The product is: [C:1]([O:5][C:6](=[O:20])[NH:7][C:8]1[CH:13]=[CH:12][C:11]([O:14][C:15]([F:18])([F:17])[F:16])=[CH:10][C:9]=1[NH:19][C:26](=[O:25])[CH2:27][C:28]([C:30]1[CH:35]=[CH:34][CH:33]=[C:32]([C:36]2[CH:41]=[CH:40][N:39]=[C:38]([CH3:42])[CH:37]=2)[CH:31]=1)=[O:29])([CH3:4])([CH3:2])[CH3:3]. (7) Given the reactants Cl.[O:2]=[C:3]1[C:11]2[C:6](=[CH:7][C:8]([C:12]([NH:14][CH:15]3[CH2:20][CH2:19][NH:18][CH2:17][CH2:16]3)=[O:13])=[CH:9][CH:10]=2)[CH2:5][O:4]1.[F:21][C:22]1[C:27]([C:28]#[N:29])=[C:26]([CH3:30])[C:25]([CH:31]2[CH2:33][O:32]2)=[CH:24][CH:23]=1, predict the reaction product. The product is: [C:28]([C:27]1[C:26]([CH3:30])=[C:25]([CH:31]([OH:32])[CH2:33][N:18]2[CH2:17][CH2:16][CH:15]([NH:14][C:12]([C:8]3[CH:7]=[C:6]4[C:11](=[CH:10][CH:9]=3)[C:3](=[O:2])[O:4][CH2:5]4)=[O:13])[CH2:20][CH2:19]2)[CH:24]=[CH:23][C:22]=1[F:21])#[N:29]. (8) Given the reactants [OH:1][C:2]1[CH:10]=[CH:9][CH:8]=[C:7]2[C:3]=1[CH:4]=[CH:5][NH:6]2.O[CH:12]1[CH2:16][CH2:15][N:14]([C:17]([O:19][C:20]([CH3:23])([CH3:22])[CH3:21])=[O:18])[CH2:13]1.C1(P(C2C=CC=CC=2)C2C=CC=CC=2)C=CC=CC=1.N(C(OCC)=O)=NC(OCC)=O, predict the reaction product. The product is: [NH:6]1[C:7]2[C:3](=[C:2]([O:1][CH:16]3[CH2:12][CH2:13][N:14]([C:17]([O:19][C:20]([CH3:23])([CH3:22])[CH3:21])=[O:18])[CH2:15]3)[CH:10]=[CH:9][CH:8]=2)[CH:4]=[CH:5]1. (9) Given the reactants COC([C:5]1[N:6]([CH2:22][CH2:23][F:24])[CH:7]=[C:8]([C:10](=O)[C:11]([C:13]2[CH:18]=[CH:17][C:16]([F:19])=[C:15]([Br:20])[CH:14]=2)=O)C=1)=O.Cl.[CH3:26][NH:27][C:28]([NH2:30])=[NH:29].[C:31]([O-:34])([O-])=[O:32].[Na+].[Na+].CCO[C:40](C)=[O:41].[CH3:43]O, predict the reaction product. The product is: [CH3:43][O:34][C:31]([C:7]1[N:6]([CH2:22][CH2:23][F:24])[CH:5]=[C:10]([C:11]2([C:13]3[CH:18]=[CH:17][C:16]([F:19])=[C:15]([Br:20])[CH:14]=3)[C:40](=[O:41])[N:27]([CH3:26])[C:28]([NH2:30])=[N:29]2)[CH:8]=1)=[O:32].